Predict the product of the given reaction. From a dataset of Forward reaction prediction with 1.9M reactions from USPTO patents (1976-2016). (1) Given the reactants [NH2:1][C:2]1[C:11]([F:12])=[C:10](F)[C:9]([O:14][CH3:15])=[C:8]2[C:3]=1[C:4](=[O:23])[C:5]([C:20]([OH:22])=[O:21])=[C:6]([CH3:19])[N:7]2[CH:16]1[CH2:18][CH2:17]1.[N:24]1[CH:29]=[CH:28][CH:27]=[CH:26][C:25]=1[NH:30][CH2:31][CH2:32][NH2:33].C(N(CC)CC)C.[NH4+].[Cl-], predict the reaction product. The product is: [NH2:1][C:2]1[C:11]([F:12])=[C:10]([NH:33][CH2:32][CH2:31][NH:30][C:25]2[CH:26]=[CH:27][CH:28]=[CH:29][N:24]=2)[C:9]([O:14][CH3:15])=[C:8]2[C:3]=1[C:4](=[O:23])[C:5]([C:20]([OH:22])=[O:21])=[C:6]([CH3:19])[N:7]2[CH:16]1[CH2:17][CH2:18]1. (2) Given the reactants [C:1]([O:5][C:6]([N:8]1[CH2:13][CH2:12][N:11]([C:14]2[C:19]([NH2:20])=[C:18](Cl)[N:17]=[CH:16][N:15]=2)[CH2:10][CH2:9]1)=[O:7])([CH3:4])([CH3:3])[CH3:2].[Si:22]([C:26]#[CH:27])([CH3:25])([CH3:24])[CH3:23], predict the reaction product. The product is: [C:1]([O:5][C:6]([N:8]1[CH2:13][CH2:12][N:11]([C:14]2[C:19]([NH2:20])=[C:18]([C:27]#[C:26][Si:22]([CH3:25])([CH3:24])[CH3:23])[N:17]=[CH:16][N:15]=2)[CH2:10][CH2:9]1)=[O:7])([CH3:4])([CH3:3])[CH3:2]. (3) Given the reactants [Br:1][C:2]1[S:3][C:4](C(=O)C2C=CC(I)=C([N+]([O-])=O)C=2)=[CH:5][C:6]=1[CH2:7][C:8]([O:10][CH3:11])=[O:9].C1C(=O)N(Br)C(=O)C1, predict the reaction product. The product is: [Br:1][C:2]1[S:3][CH:4]=[CH:5][C:6]=1[CH2:7][C:8]([O:10][CH3:11])=[O:9]. (4) Given the reactants [Br:1][CH2:2][CH2:3][CH2:4][CH2:5][CH2:6][CH2:7][C:8]([OH:10])=O.C(Cl)(=O)C([Cl:14])=O.CN(C=O)C, predict the reaction product. The product is: [Br:1][CH2:2][CH2:3][CH2:4][CH2:5][CH2:6][CH2:7][C:8]([Cl:14])=[O:10]. (5) Given the reactants [CH:1]1([CH:6]=[C:7]([C:18]2[NH:28][C:21]3=[N:22][CH:23]=[C:24]([O:26][CH3:27])[CH:25]=[C:20]3[CH:19]=2)[C:8]2[CH:13]=[CH:12][C:11]([S:14]([CH3:17])(=[O:16])=[O:15])=[CH:10][CH:9]=2)[CH2:5][CH2:4][CH2:3][CH2:2]1.[H][H], predict the reaction product. The product is: [CH:1]1([CH2:6][CH:7]([C:18]2[NH:28][C:21]3=[N:22][CH:23]=[C:24]([O:26][CH3:27])[CH:25]=[C:20]3[CH:19]=2)[C:8]2[CH:13]=[CH:12][C:11]([S:14]([CH3:17])(=[O:16])=[O:15])=[CH:10][CH:9]=2)[CH2:5][CH2:4][CH2:3][CH2:2]1. (6) Given the reactants [CH2:1]([CH:8]1[CH2:13][CH2:12][NH:11][CH2:10][CH2:9]1)[C:2]1[CH:7]=[CH:6][CH:5]=[CH:4][CH:3]=1.C(N(CC)CC)C.[CH2:21]([O:28][C:29](=[O:32])[CH2:30]Br)[C:22]1[CH:27]=[CH:26][CH:25]=[CH:24][CH:23]=1, predict the reaction product. The product is: [CH2:21]([O:28][C:29](=[O:32])[CH2:30][N:11]1[CH2:12][CH2:13][CH:8]([CH2:1][C:2]2[CH:7]=[CH:6][CH:5]=[CH:4][CH:3]=2)[CH2:9][CH2:10]1)[C:22]1[CH:27]=[CH:26][CH:25]=[CH:24][CH:23]=1. (7) Given the reactants [N:1]1([C:7]2[C:8]([C:13]#[N:14])=[N:9][CH:10]=[CH:11][CH:12]=2)[CH2:6][CH2:5][O:4][CH2:3][CH2:2]1.N, predict the reaction product. The product is: [N:1]1([C:7]2[C:8]([CH2:13][NH2:14])=[N:9][CH:10]=[CH:11][CH:12]=2)[CH2:2][CH2:3][O:4][CH2:5][CH2:6]1. (8) Given the reactants [CH3:1][C@@H:2]1[CH2:7][O:6][CH2:5][CH2:4][NH:3]1.[F:8][C:9]1[CH:14]=[CH:13][C:12]([C:15]2[CH:20]=[C:19]([N:21]3[CH2:26][CH2:25][NH:24][CH2:23][CH:22]3[CH3:27])[N:18]=[C:17](N3CCCC3C)[N:16]=2)=[CH:11][CH:10]=1, predict the reaction product. The product is: [F:8][C:9]1[CH:14]=[CH:13][C:12]([C:15]2[CH:20]=[C:19]([N:21]3[CH2:26][CH2:25][NH:24][CH2:23][CH:22]3[CH3:27])[N:18]=[C:17]([N:3]3[CH2:4][CH2:5][O:6][CH2:7][CH:2]3[CH3:1])[N:16]=2)=[CH:11][CH:10]=1. (9) The product is: [C:7]([O:8][CH2:7][CH2:6][CH2:5][CH3:4])(=[O:8])[CH:6]=[CH2:5]. Given the reactants N.C(NN)(=O)C[CH2:4][CH2:5][CH2:6][C:7](NN)=[O:8], predict the reaction product. (10) The product is: [C:21]([O:20][C:18]([N:25]1[CH2:30][CH2:29][N:28]([C:2]2[N:7]=[CH:6][NH:5][C:4](=[O:8])[CH:3]=2)[CH2:27][CH2:26]1)=[O:19])([CH3:24])([CH3:22])[CH3:23]. Given the reactants Cl[C:2]1[N:7]=[CH:6][NH:5][C:4](=[O:8])[CH:3]=1.C(N(C(C)C)C(C)C)C.[C:18]([N:25]1[CH2:30][CH2:29][NH:28][CH2:27][CH2:26]1)([O:20][C:21]([CH3:24])([CH3:23])[CH3:22])=[O:19], predict the reaction product.